Predict the reactants needed to synthesize the given product. From a dataset of Full USPTO retrosynthesis dataset with 1.9M reactions from patents (1976-2016). (1) Given the product [Cl:19][C:16]1[CH:15]=[CH:14][C:13]([CH2:12][CH2:11][C:9]2[CH:10]=[C:6]([C:4]([OH:5])=[O:3])[NH:7][C:8]=2[CH3:20])=[CH:18][CH:17]=1, predict the reactants needed to synthesize it. The reactants are: C([O:3][C:4]([C:6]1[NH:7][C:8]([CH3:20])=[C:9]([CH2:11][CH2:12][C:13]2[CH:18]=[CH:17][C:16]([Cl:19])=[CH:15][CH:14]=2)[CH:10]=1)=[O:5])C.[OH-].[Na+]. (2) Given the product [CH3:1][O:2][C:3]1[CH:4]=[CH:5][C:6]([NH:9][C:10]2[CH:34]=[CH:33][C:27]([C:28]([OH:30])=[O:29])=[CH:26][CH:25]=2)=[CH:7][CH:8]=1, predict the reactants needed to synthesize it. The reactants are: [CH3:1][O:2][C:3]1[CH:8]=[CH:7][C:6]([NH:9][CH:10]=O)=[CH:5][CH:4]=1.COC1C=CC(N)=CC=1.[H-].[Na+].FC1[CH:34]=[CH:33][C:27]([C:28]([O:30]CC)=[O:29])=[CH:26][CH:25]=1.Cl. (3) The reactants are: Cl.[C:2]([C:5]1[CH:10]=[CH:9][C:8]([C:11]2[CH2:15][C:14]3([CH2:20][CH2:19][NH:18][CH2:17][CH2:16]3)[O:13][N:12]=2)=[CH:7][CH:6]=1)([OH:4])=[O:3].[Cl:21][C:22]1[CH:29]=[CH:28][C:25]([CH:26]=O)=[CH:24][C:23]=1[C:30]([F:33])([F:32])[F:31]. Given the product [Cl:21][C:22]1[CH:29]=[CH:28][C:25]([CH2:26][N:18]2[CH2:19][CH2:20][C:14]3([O:13][N:12]=[C:11]([C:8]4[CH:9]=[CH:10][C:5]([C:2]([OH:4])=[O:3])=[CH:6][CH:7]=4)[CH2:15]3)[CH2:16][CH2:17]2)=[CH:24][C:23]=1[C:30]([F:31])([F:32])[F:33], predict the reactants needed to synthesize it. (4) Given the product [CH2:18]([N:1]1[CH2:6][CH2:5][CH:4]([C:7]([O:9][CH3:10])=[O:8])[CH2:3][CH2:2]1)[C:19]1[CH:24]=[CH:23][CH:22]=[CH:21][CH:20]=1, predict the reactants needed to synthesize it. The reactants are: [NH:1]1[CH2:6][CH2:5][CH:4]([C:7]([O:9][CH3:10])=[O:8])[CH2:3][CH2:2]1.C(N(CC)CC)C.[CH2:18](Br)[C:19]1[CH:24]=[CH:23][CH:22]=[CH:21][CH:20]=1.O.